This data is from NCI-60 drug combinations with 297,098 pairs across 59 cell lines. The task is: Regression. Given two drug SMILES strings and cell line genomic features, predict the synergy score measuring deviation from expected non-interaction effect. (1) Drug 1: CC1C(C(CC(O1)OC2CC(CC3=C2C(=C4C(=C3O)C(=O)C5=C(C4=O)C(=CC=C5)OC)O)(C(=O)CO)O)N)O.Cl. Drug 2: N.N.Cl[Pt+2]Cl. Cell line: HS 578T. Synergy scores: CSS=9.98, Synergy_ZIP=-2.18, Synergy_Bliss=5.42, Synergy_Loewe=-1.23, Synergy_HSA=5.72. (2) Drug 1: CC1C(C(CC(O1)OC2CC(CC3=C2C(=C4C(=C3O)C(=O)C5=C(C4=O)C(=CC=C5)OC)O)(C(=O)C)O)N)O.Cl. Drug 2: C1=CC=C(C=C1)NC(=O)CCCCCCC(=O)NO. Cell line: PC-3. Synergy scores: CSS=24.9, Synergy_ZIP=-6.45, Synergy_Bliss=1.14, Synergy_Loewe=-2.53, Synergy_HSA=3.69. (3) Drug 1: C1CCC(C1)C(CC#N)N2C=C(C=N2)C3=C4C=CNC4=NC=N3. Drug 2: C(CN)CNCCSP(=O)(O)O. Cell line: M14. Synergy scores: CSS=-18.0, Synergy_ZIP=4.87, Synergy_Bliss=-2.26, Synergy_Loewe=-12.2, Synergy_HSA=-12.1. (4) Drug 1: CC1C(C(=O)NC(C(=O)N2CCCC2C(=O)N(CC(=O)N(C(C(=O)O1)C(C)C)C)C)C(C)C)NC(=O)C3=C4C(=C(C=C3)C)OC5=C(C(=O)C(=C(C5=N4)C(=O)NC6C(OC(=O)C(N(C(=O)CN(C(=O)C7CCCN7C(=O)C(NC6=O)C(C)C)C)C)C(C)C)C)N)C. Drug 2: C1CNP(=O)(OC1)N(CCCl)CCCl. Cell line: MCF7. Synergy scores: CSS=21.9, Synergy_ZIP=-6.01, Synergy_Bliss=-1.30, Synergy_Loewe=-24.2, Synergy_HSA=-1.56.